From a dataset of Full USPTO retrosynthesis dataset with 1.9M reactions from patents (1976-2016). Predict the reactants needed to synthesize the given product. Given the product [NH:1]([C:66]([CH3:68])=[O:67])[CH2:2][C:3]([NH:5][C@H:6]([C:13]([NH:15][CH2:16][C:17]([NH:19][C@H:20]([C:45]([NH:47][C@H:48]([C:55]([NH:57][C@H:58]([C:63]([OH:65])=[O:64])[CH2:59][CH2:60][CH2:61][CH3:62])=[O:56])[CH2:49][OH:50])=[O:46])[CH2:21][CH2:22][CH2:23][NH:24][C:25](=[NH:26])[NH2:44])=[O:18])=[O:14])[CH2:7][OH:8])=[O:4], predict the reactants needed to synthesize it. The reactants are: [NH:1]([C:66]([CH3:68])=[O:67])[CH2:2][C:3]([NH:5][C@H:6]([C:13]([NH:15][CH2:16][C:17]([NH:19][C@H:20]([C:45]([NH:47][C@H:48]([C:55]([NH:57][C@H:58]([C:63]([OH:65])=[O:64])[CH2:59][CH2:60][CH2:61][CH3:62])=[O:56])[CH2:49][O:50]C(C)(C)C)=[O:46])[CH2:21][CH2:22][CH2:23][NH:24][C:25](=[NH:44])[NH:26]S(C1C(C)=C2C(OC(C2)(C)C)=C(C)C=1C)(=O)=O)=[O:18])=[O:14])[CH2:7][O:8]C(C)(C)C)=[O:4].